Dataset: Forward reaction prediction with 1.9M reactions from USPTO patents (1976-2016). Task: Predict the product of the given reaction. (1) Given the reactants [Li+].[CH3:2][CH:3]([N-]C(C)C)[CH3:4].[F:9][C:10]([F:22])([F:21])[O:11][C:12]1[CH:17]=[CH:16][CH:15]=[CH:14][C:13]=1[CH2:18][C:19]#[N:20].C(Br)C=C.CN(P(N(C)C)(N(C)C)=O)C, predict the reaction product. The product is: [CH2:4]([CH:18]([C:13]1[CH:14]=[CH:15][CH:16]=[CH:17][C:12]=1[O:11][C:10]([F:21])([F:22])[F:9])[C:19]#[N:20])[CH:3]=[CH2:2]. (2) Given the reactants [CH:1]([C:4]1[C:9]([C:10]([OH:12])=O)=[C:8]([CH3:13])[CH:7]=[C:6]([N:14]2[CH2:19][CH2:18][O:17][CH2:16][CH2:15]2)[N:5]=1)([CH3:3])[CH3:2].C(N(C(C)C)C(C)C)C.Cl.C(N=C=NCCCN(C)C)C.O.ON1C2C=CC=CC=2N=N1.[NH2:52][CH2:53][C@@H:54]1[CH2:59][CH2:58][CH2:57][CH2:56][C@H:55]1[OH:60], predict the reaction product. The product is: [OH:60][C@@H:55]1[CH2:56][CH2:57][CH2:58][CH2:59][C@H:54]1[CH2:53][NH:52][C:10]([C:9]1[C:4]([CH:1]([CH3:2])[CH3:3])=[N:5][C:6]([N:14]2[CH2:19][CH2:18][O:17][CH2:16][CH2:15]2)=[CH:7][C:8]=1[CH3:13])=[O:12].